This data is from Reaction yield outcomes from USPTO patents with 853,638 reactions. The task is: Predict the reaction yield, written as a fraction of the theoretical maximum amount of product (1.0 means a 100% yield; for example, 0.34 means a 34% yield). (1) The reactants are [O:1]=[C:2]([C:6]1[CH:11]=[CH:10][CH:9]=[CH:8][CH:7]=1)[CH2:3][C:4]#[N:5].[CH2:12](O)[CH2:13][OH:14]. The catalyst is C1(C)C=CC=CC=1.CC1C=CC(S(O)(=O)=O)=CC=1. The product is [C:6]1([C:2]2([CH2:3][C:4]#[N:5])[O:14][CH2:13][CH2:12][O:1]2)[CH:11]=[CH:10][CH:9]=[CH:8][CH:7]=1. The yield is 0.770. (2) The reactants are [NH2:1][C:2]1[NH:6][N:5]=[C:4]([CH3:7])[C:3]=1[C:8]1[S:9][C:10]2[CH:16]=[C:15]([S:17](Cl)(=[O:19])=[O:18])[CH:14]=[CH:13][C:11]=2[N:12]=1.[NH2:21][CH2:22][C:23]1[CH:28]=[CH:27][C:26]([NH2:29])=[CH:25][CH:24]=1.CN1CCOCC1. The catalyst is CO. The product is [NH2:29][C:26]1[CH:27]=[CH:28][C:23]([CH2:22][NH:21][S:17]([C:15]2[CH:14]=[CH:13][C:11]3[N:12]=[C:8]([C:3]4[C:4]([CH3:7])=[N:5][NH:6][C:2]=4[NH2:1])[S:9][C:10]=3[CH:16]=2)(=[O:19])=[O:18])=[CH:24][CH:25]=1. The yield is 0.120.